From a dataset of Peptide-MHC class I binding affinity with 185,985 pairs from IEDB/IMGT. Regression. Given a peptide amino acid sequence and an MHC pseudo amino acid sequence, predict their binding affinity value. This is MHC class I binding data. (1) The binding affinity (normalized) is 0.449. The MHC is HLA-B27:05 with pseudo-sequence HLA-B27:05. The peptide sequence is FRYCAPPG. (2) The peptide sequence is GMSLLEYGV. The MHC is HLA-A02:19 with pseudo-sequence HLA-A02:19. The binding affinity (normalized) is 0.820. (3) The peptide sequence is MWAQDAAM. The MHC is HLA-B27:05 with pseudo-sequence HLA-B27:05. The binding affinity (normalized) is 0. (4) The binding affinity (normalized) is 0.216. The peptide sequence is IIPQKGNNI. The MHC is H-2-Dd with pseudo-sequence H-2-Dd. (5) The peptide sequence is ELMESRMRI. The MHC is HLA-A02:01 with pseudo-sequence HLA-A02:01. The binding affinity (normalized) is 0.491. (6) The peptide sequence is AMDEFIQRY. The MHC is HLA-A24:02 with pseudo-sequence HLA-A24:02. The binding affinity (normalized) is 0.171. (7) The peptide sequence is TYTTMDTLI. The MHC is H-2-Dd with pseudo-sequence H-2-Dd. The binding affinity (normalized) is 0.333.